From a dataset of Full USPTO retrosynthesis dataset with 1.9M reactions from patents (1976-2016). Predict the reactants needed to synthesize the given product. Given the product [CH3:30][S:31]([O:1][CH2:2][CH2:3][N:4]([CH2:20][CH2:21][I:22])[C:5]1[C:13]([N+:14]([O-:16])=[O:15])=[CH:12][C:11]([N+:17]([O-:19])=[O:18])=[CH:10][C:6]=1[C:7]([NH2:9])=[O:8])(=[O:33])=[O:32], predict the reactants needed to synthesize it. The reactants are: [OH:1][CH2:2][CH2:3][N:4]([CH2:20][CH2:21][I:22])[C:5]1[C:13]([N+:14]([O-:16])=[O:15])=[CH:12][C:11]([N+:17]([O-:19])=[O:18])=[CH:10][C:6]=1[C:7]([NH2:9])=[O:8].CCN(CC)CC.[CH3:30][S:31](Cl)(=[O:33])=[O:32].C([O-])(O)=O.[Na+].